Dataset: Forward reaction prediction with 1.9M reactions from USPTO patents (1976-2016). Task: Predict the product of the given reaction. (1) Given the reactants CC(P(C(C)(C)C)[C:6]1[C:11]([C:12]2C=CC=[CH:14][CH:13]=2)=[CH:10][CH:9]=[CH:8][CH:7]=1)(C)C.[C:22]1([CH3:36])[CH:27]=[CH:26][C:25]([C:28]#[C:29][P:30](=[O:35])([OH:34])[O:31][CH2:32][CH3:33])=[CH:24][CH:23]=1.C(C1CCCCC1)C#C, predict the reaction product. The product is: [CH2:32]([O:31][P:30]1(=[O:34])[CH:29]=[C:28]([C:25]2[CH:24]=[CH:23][C:22]([CH3:36])=[CH:27][CH:26]=2)[CH:14]=[C:13]([CH2:12][CH:11]2[CH2:6][CH2:7][CH2:8][CH2:9][CH2:10]2)[O:35]1)[CH3:33]. (2) Given the reactants Cl[C:2]1[C:11]([CH3:12])=[C:10]([Cl:13])[C:9]2[C:4](=[CH:5][C:6]([F:15])=[CH:7][C:8]=2[F:14])[N:3]=1.[NH:16]1[CH2:21][CH2:20][CH2:19][CH2:18][CH2:17]1, predict the reaction product. The product is: [Cl:13][C:10]1[C:9]2[C:4](=[CH:5][C:6]([F:15])=[CH:7][C:8]=2[F:14])[N:3]=[C:2]([N:16]2[CH2:21][CH2:20][CH2:19][CH2:18][CH2:17]2)[C:11]=1[CH3:12]. (3) Given the reactants [F:1][C:2]1([F:37])[O:6][C:5]2[CH:7]=[CH:8][C:9]([C:11]3([C:14]([NH:16][C:17]4[N:22]=[C:21]([C:23]5[C:24](=[O:35])[N:25]([CH2:30][C:31](OC)=[O:32])[CH:26]=[C:27]([CH3:29])[CH:28]=5)[C:20]([CH3:36])=[CH:19][CH:18]=4)=[O:15])[CH2:13][CH2:12]3)=[CH:10][C:4]=2[O:3]1.[BH4-].[Na+], predict the reaction product. The product is: [F:37][C:2]1([F:1])[O:6][C:5]2[CH:7]=[CH:8][C:9]([C:11]3([C:14]([NH:16][C:17]4[CH:18]=[CH:19][C:20]([CH3:36])=[C:21]([C:23]5[C:24](=[O:35])[N:25]([CH2:30][CH2:31][OH:32])[CH:26]=[C:27]([CH3:29])[CH:28]=5)[N:22]=4)=[O:15])[CH2:12][CH2:13]3)=[CH:10][C:4]=2[O:3]1. (4) Given the reactants [F:1][C:2]1[CH:7]=[C:6]([I:8])[CH:5]=[CH:4][C:3]=1[NH:9][C:10]1[CH:18]=[N:17][CH:16]=[CH:15][C:11]=1[C:12]([OH:14])=O.[NH2:19][C:20]([CH2:25][CH3:26])([CH2:23][OH:24])[CH2:21][OH:22], predict the reaction product. The product is: [OH:22][CH2:21][C:20]([NH:19][C:12](=[O:14])[C:11]1[CH:15]=[CH:16][N:17]=[CH:18][C:10]=1[NH:9][C:3]1[CH:4]=[CH:5][C:6]([I:8])=[CH:7][C:2]=1[F:1])([CH2:23][OH:24])[CH2:25][CH3:26]. (5) Given the reactants [CH3:1][O:2][C:3]1[CH:4]=[C:5]([CH:9]=[CH:10][C:11]=1[B:12]1[O:16][C:15]([CH3:18])([CH3:17])[C:14]([CH3:20])([CH3:19])[O:13]1)[C:6](O)=[O:7].C(Cl)(=O)C([Cl:24])=O, predict the reaction product. The product is: [CH3:1][O:2][C:3]1[CH:4]=[C:5]([CH:9]=[CH:10][C:11]=1[B:12]1[O:16][C:15]([CH3:18])([CH3:17])[C:14]([CH3:20])([CH3:19])[O:13]1)[C:6]([Cl:24])=[O:7]. (6) Given the reactants Br[C:2]1[CH:3]=[C:4]2[C:8](=[CH:9][CH:10]=1)[CH2:7][C@H:6]([NH:11][S:12]([CH:15]([CH3:17])[CH3:16])(=[O:14])=[O:13])[CH2:5]2.[CH3:18][C:19]1([CH3:35])[C:23]([CH3:25])([CH3:24])[O:22][B:21]([B:21]2[O:22][C:23]([CH3:25])([CH3:24])[C:19]([CH3:35])([CH3:18])[O:20]2)[O:20]1.C([O-])(=O)C.[K+], predict the reaction product. The product is: [CH3:18][C:19]1([CH3:35])[C:23]([CH3:25])([CH3:24])[O:22][B:21]([C:2]2[CH:3]=[C:4]3[C:8](=[CH:9][CH:10]=2)[CH2:7][C@H:6]([NH:11][S:12]([CH:15]([CH3:17])[CH3:16])(=[O:14])=[O:13])[CH2:5]3)[O:20]1.